This data is from Full USPTO retrosynthesis dataset with 1.9M reactions from patents (1976-2016). The task is: Predict the reactants needed to synthesize the given product. Given the product [N:8]1[CH:9]=[CH:10][CH:11]=[CH:12][C:7]=1[N:6]1[C:5]2[CH:13]=[CH:14][CH:15]=[CH:16][C:4]=2[N:3]=[C:2]1/[CH:1]=[CH:23]/[C:18]1[CH:19]=[CH:20][CH:21]=[CH:22][N:17]=1, predict the reactants needed to synthesize it. The reactants are: [CH3:1][C:2]1[N:6]([C:7]2[CH:12]=[CH:11][CH:10]=[CH:9][N:8]=2)[C:5]2[CH:13]=[CH:14][CH:15]=[CH:16][C:4]=2[N:3]=1.[N:17]1[CH:22]=[CH:21][CH:20]=[CH:19][C:18]=1[CH:23]=O.C(OC(=O)C)(=O)C.[OH-].[Na+].